The task is: Predict the reaction yield, written as a fraction of the theoretical maximum amount of product (1.0 means a 100% yield; for example, 0.34 means a 34% yield).. This data is from Reaction yield outcomes from USPTO patents with 853,638 reactions. (1) The reactants are [Cl:1][C:2]1[CH:7]=[CH:6][C:5]([C:8]2[N:9]([C:17]3[CH:22]=[CH:21][C:20]([S:23](C)(=[O:25])=[O:24])=[CH:19][CH:18]=3)[CH:10]=[C:11]([C:13]([F:16])([F:15])[F:14])[N:12]=2)=[CH:4][CH:3]=1.C([Mg]Cl)CCC.C(B(CC)CC)C.C([O-])(=O)C.[Na+].[NH2:45]OS(O)(=O)=O. The catalyst is O1CCCC1.O. The product is [Cl:1][C:2]1[CH:7]=[CH:6][C:5]([C:8]2[N:9]([C:17]3[CH:22]=[CH:21][C:20]([S:23]([NH2:45])(=[O:25])=[O:24])=[CH:19][CH:18]=3)[CH:10]=[C:11]([C:13]([F:16])([F:15])[F:14])[N:12]=2)=[CH:4][CH:3]=1. The yield is 0.650. (2) The reactants are [Si]([O:8][N:9]=[C:10]1[C:18]2[C:13](=[CH:14][C:15]([NH:19][C:20]3[C:28]4[C:23](=[CH:24][N:25]=[CH:26][CH:27]=4)[O:22][C:21]=3[C:29]3[CH:34]=[CH:33][CH:32]=[CH:31][C:30]=3[C:35]([F:38])([F:37])[F:36])=[CH:16][CH:17]=2)[CH2:12][CH2:11]1)(C(C)(C)C)(C)C.CCCC[N+](CCCC)(CCCC)CCCC.[F-]. The catalyst is C(Cl)Cl. The product is [F:37][C:35]([F:36])([F:38])[C:30]1[CH:31]=[CH:32][CH:33]=[CH:34][C:29]=1[C:21]1[O:22][C:23]2=[CH:24][N:25]=[CH:26][CH:27]=[C:28]2[C:20]=1[NH:19][C:15]1[CH:14]=[C:13]2[C:18](=[CH:17][CH:16]=1)[C:10](=[N:9][OH:8])[CH2:11][CH2:12]2. The yield is 0.0900. (3) The reactants are C([O:8][C:9]([C:11]1[N:12]=[C:13]([CH:16]([CH2:22][C:23]2[CH:28]=[CH:27][C:26]([O:29][CH2:30][CH2:31][C:32]3[CH:37]=[CH:36][CH:35]=[C:34]([NH:38][CH3:39])[N:33]=3)=[CH:25][CH:24]=2)[CH2:17][C:18]([O:20]C)=[O:19])[O:14][CH:15]=1)=[O:10])C1C=CC=CC=1.[Li+].[OH-].Cl. The catalyst is C1COCC1.O. The product is [C:9]([C:11]1[N:12]=[C:13]([CH:16]([CH2:22][C:23]2[CH:28]=[CH:27][C:26]([O:29][CH2:30][CH2:31][C:32]3[CH:37]=[CH:36][CH:35]=[C:34]([NH:38][CH3:39])[N:33]=3)=[CH:25][CH:24]=2)[CH2:17][C:18]([OH:20])=[O:19])[O:14][CH:15]=1)([OH:10])=[O:8]. The yield is 0.940. (4) The reactants are Br[C:2]1[N:6]2[N:7]=[C:8]([NH:11][CH2:12][CH2:13][CH2:14][CH3:15])[CH:9]=[CH:10][C:5]2=[N:4][CH:3]=1.[CH3:16][NH:17][C:18]([C:20]1[CH:25]=[CH:24][C:23](B(O)O)=[CH:22][CH:21]=1)=[O:19].P([O-])([O-])([O-])=O.[K+].[K+].[K+]. The product is [CH2:12]([NH:11][C:8]1[CH:9]=[CH:10][C:5]2[N:6]([C:2]([C:23]3[CH:24]=[CH:25][C:20]([C:18]([NH:17][CH3:16])=[O:19])=[CH:21][CH:22]=3)=[CH:3][N:4]=2)[N:7]=1)[CH2:13][CH2:14][CH3:15]. The yield is 0.270. The catalyst is C1C=CC(P(C2C=CC=CC=2)[C-]2C=CC=C2)=CC=1.C1C=CC(P(C2C=CC=CC=2)[C-]2C=CC=C2)=CC=1.Cl[Pd]Cl.[Fe+2].C(COC)OC.O.